This data is from M1 muscarinic receptor antagonist screen with 61,756 compounds. The task is: Binary Classification. Given a drug SMILES string, predict its activity (active/inactive) in a high-throughput screening assay against a specified biological target. The molecule is Clc1ccc(c2snc(NC(=O)CSc3n4c(c5ccccc5)csc4nn3)n2)cc1. The result is 0 (inactive).